Predict the reactants needed to synthesize the given product. From a dataset of Full USPTO retrosynthesis dataset with 1.9M reactions from patents (1976-2016). (1) Given the product [F:21][C:22]1[CH:29]=[CH:28][CH:27]=[CH:26][C:23]=1[CH2:24][N:8]1[CH2:9][C:5]2[C:4]([NH:10][C:11]3[CH:12]=[N:13][C:14]4[C:19]([CH:20]=3)=[CH:18][CH:17]=[CH:16][CH:15]=4)=[N:3][CH:2]=[N:1][C:6]=2[CH2:7]1, predict the reactants needed to synthesize it. The reactants are: [N:1]1[C:6]2[CH2:7][NH:8][CH2:9][C:5]=2[C:4]([NH:10][C:11]2[CH:12]=[N:13][C:14]3[C:19]([CH:20]=2)=[CH:18][CH:17]=[CH:16][CH:15]=3)=[N:3][CH:2]=1.[F:21][C:22]1[CH:29]=[CH:28][CH:27]=[CH:26][C:23]=1[CH:24]=O.ClCCCl.CO.C(O[BH-](OC(=O)C)OC(=O)C)(=O)C.[Na+]. (2) Given the product [Cl:19][C:18]1[C:4]2[N:3]=[C:2]([NH:25][C:26]3[C:34]4[O:33][C:32]([F:36])([F:35])[O:31][C:30]=4[CH:29]=[CH:28][CH:27]=3)[N:6]([CH2:7][CH2:8][CH2:9][C:10]([O:12][CH2:13][CH3:14])=[O:11])[C:5]=2[C:15]([CH:20]([CH2:23][CH3:24])[CH2:21][CH3:22])=[CH:16][CH:17]=1, predict the reactants needed to synthesize it. The reactants are: Cl[C:2]1[N:6]([CH2:7][CH2:8][CH2:9][C:10]([O:12][CH2:13][CH3:14])=[O:11])[C:5]2[C:15]([CH:20]([CH2:23][CH3:24])[CH2:21][CH3:22])=[CH:16][CH:17]=[C:18]([Cl:19])[C:4]=2[N:3]=1.[NH2:25][C:26]1[C:34]2[O:33][C:32]([F:36])([F:35])[O:31][C:30]=2[CH:29]=[CH:28][CH:27]=1.O.C1(C)C=CC(S(O)(=O)=O)=CC=1.C(=O)([O-])O.[Na+]. (3) Given the product [C:18]1(=[O:21])[C:10]2([CH2:9][NH:8][CH2:13][CH2:12][CH2:11]2)[NH:23][C:24](=[O:26])[NH:22]1, predict the reactants needed to synthesize it. The reactants are: C(OC([N:8]1[CH2:13][CH2:12][CH2:11][C:10](=O)[CH2:9]1)=O)(C)(C)C.[C-]#N.[K+].[C:18](=[O:21])([O-])[O-].[NH4+:22].[NH4+:23].[CH2:24]([OH:26])C. (4) Given the product [C:31]([N:1]1[CH2:4][CH:3]([NH:5][C:6]([C:8]2[C:12]3[N:13]=[CH:14][N:15]=[C:16]([C:17]4[C:25]5[O:24][CH2:23][O:22][C:21]=5[CH:20]=[CH:19][C:18]=4[O:26][CH2:27][CH:28]4[CH2:30][CH2:29]4)[C:11]=3[NH:10][CH:9]=2)=[O:7])[CH2:2]1)(=[O:33])[CH3:32], predict the reactants needed to synthesize it. The reactants are: [NH:1]1[CH2:4][CH:3]([NH:5][C:6]([C:8]2[C:12]3[N:13]=[CH:14][N:15]=[C:16]([C:17]4[C:25]5[O:24][CH2:23][O:22][C:21]=5[CH:20]=[CH:19][C:18]=4[O:26][CH2:27][CH:28]4[CH2:30][CH2:29]4)[C:11]=3[NH:10][CH:9]=2)=[O:7])[CH2:2]1.[C:31](Cl)(=[O:33])[CH3:32]. (5) Given the product [Cl:18][C:19]1[CH:27]=[CH:26][C:22]([C:23]([NH:2][C:3]2[CH:4]=[CH:5][C:6]([CH2:7][N:8]([CH3:15])[CH:9]3[CH2:14][CH2:13][O:12][CH2:11][CH2:10]3)=[CH:16][CH:17]=2)=[O:24])=[CH:21][C:20]=1[C:28]([F:29])([F:30])[F:31], predict the reactants needed to synthesize it. The reactants are: Cl.[NH2:2][C:3]1[CH:17]=[CH:16][C:6]([CH2:7][N:8]([CH3:15])[CH:9]2[CH2:14][CH2:13][O:12][CH2:11][CH2:10]2)=[CH:5][CH:4]=1.[Cl:18][C:19]1[CH:27]=[CH:26][C:22]([C:23](O)=[O:24])=[CH:21][C:20]=1[C:28]([F:31])([F:30])[F:29].C1C=CC2N(O)N=NC=2C=1.CCN(CC)CC. (6) Given the product [CH:31]1([C:2]2[CH:30]=[CH:29][C:5]([O:6][CH2:7][CH2:8][C:9]3[CH:10]=[CH:11][C:12]([CH2:13][N:14]4[CH2:19][CH2:18][N:17]([C:20]([O:22][C:23]([CH3:25])([CH3:24])[CH3:26])=[O:21])[CH2:16][CH2:15]4)=[CH:27][CH:28]=3)=[CH:4][CH:3]=2)[CH2:33][CH2:32]1, predict the reactants needed to synthesize it. The reactants are: I[C:2]1[CH:30]=[CH:29][C:5]([O:6][CH2:7][CH2:8][C:9]2[CH:28]=[CH:27][C:12]([CH2:13][N:14]3[CH2:19][CH2:18][N:17]([C:20]([O:22][C:23]([CH3:26])([CH3:25])[CH3:24])=[O:21])[CH2:16][CH2:15]3)=[CH:11][CH:10]=2)=[CH:4][CH:3]=1.[CH:31]1([B-](F)(F)F)[CH2:33][CH2:32]1.[K+].C12(P(C34CC5CC(CC(C5)C3)C4)CCCC)CC3CC(CC(C3)C1)C2.C([O-])([O-])=O.[Cs+].[Cs+].